Task: Predict the reactants needed to synthesize the given product.. Dataset: Full USPTO retrosynthesis dataset with 1.9M reactions from patents (1976-2016) (1) Given the product [Cl:1][C:2]1[CH:7]=[CH:6][N:5]=[C:4]([CH2:8][NH:9][C:10]2[O:11][C:12]3[C:18]([O:19][CH3:20])=[CH:17][C:16]([C:21]([N:26]4[CH2:27][CH2:28][CH2:29][C@@:25]4([CH3:24])[C:30]([O:32][CH3:33])=[O:31])=[O:23])=[CH:15][C:13]=3[N:14]=2)[CH:3]=1, predict the reactants needed to synthesize it. The reactants are: [Cl:1][C:2]1[CH:7]=[CH:6][N:5]=[C:4]([CH2:8][NH:9][C:10]2[O:11][C:12]3[C:18]([O:19][CH3:20])=[CH:17][C:16]([C:21]([OH:23])=O)=[CH:15][C:13]=3[N:14]=2)[CH:3]=1.[CH3:24][C@@:25]1([C:30]([O:32][CH3:33])=[O:31])[CH2:29][CH2:28][CH2:27][NH:26]1.C(N(CC)C(C)C)(C)C.CN(C(ON1N=NC2C=CC=NC1=2)=[N+](C)C)C.F[P-](F)(F)(F)(F)F. (2) Given the product [N:4]1[CH2:1][CH2:3][CH2:7][C:5]=1[CH:13]=[C:14]1[CH2:19][CH2:18][CH2:17][CH2:16][NH:15]1, predict the reactants needed to synthesize it. The reactants are: [CH:1]([NH:4][CH:5]([CH3:7])C)([CH3:3])C.[Li]CCCC.[CH3:13][C:14]1[CH2:19][CH2:18][CH2:17][CH2:16][N:15]=1.CSC1CCCN=1. (3) Given the product [Cl:19][C:16]1[CH:17]=[CH:18][C:13]([N:12]2[CH:8]([C:7]3[CH:10]=[CH:11][C:4]([CH:1]([CH3:3])[CH3:2])=[CH:5][CH:6]=3)[C:25]([C:26](=[O:34])[C:27]3[CH:32]=[CH:31][C:30]([CH3:33])=[CH:29][CH:28]=3)=[C:24]([OH:35])[C:23]2=[O:22])=[N:14][CH:15]=1, predict the reactants needed to synthesize it. The reactants are: [CH:1]([C:4]1[CH:11]=[CH:10][C:7]([CH:8]=O)=[CH:6][CH:5]=1)([CH3:3])[CH3:2].[NH2:12][C:13]1[CH:18]=[CH:17][C:16]([Cl:19])=[CH:15][N:14]=1.C([O:22][C:23](=O)[C:24]([OH:35])=[CH:25][C:26](=[O:34])[C:27]1[CH:32]=[CH:31][C:30]([CH3:33])=[CH:29][CH:28]=1)C.